This data is from Forward reaction prediction with 1.9M reactions from USPTO patents (1976-2016). The task is: Predict the product of the given reaction. (1) Given the reactants [N:1]1([C:15]([O:17][CH2:18][C:19]2[CH:24]=[CH:23][CH:22]=[CH:21][CH:20]=2)=[O:16])[CH2:4][CH2:3][CH:2]1[C:5]([O:7][CH2:8][C:9]1[CH:14]=[CH:13][CH:12]=[CH:11][CH:10]=1)=[O:6].IC.[CH3:27][Si]([N-][Si](C)(C)C)(C)C.[Na+].N, predict the reaction product. The product is: [CH3:27][C:2]1([C:5]([O:7][CH2:8][C:9]2[CH:14]=[CH:13][CH:12]=[CH:11][CH:10]=2)=[O:6])[CH2:3][CH2:4][N:1]1[C:15]([O:17][CH2:18][C:19]1[CH:24]=[CH:23][CH:22]=[CH:21][CH:20]=1)=[O:16]. (2) Given the reactants [Br:1][C:2]1[CH:8]=[CH:7][C:5]([NH2:6])=[C:4]([N+:9]([O-])=O)[CH:3]=1.[S:12]1[CH:16]=[CH:15][CH:14]=[C:13]1[C:17](=O)[C:18](O)=[O:19], predict the reaction product. The product is: [Br:1][C:2]1[CH:3]=[C:4]2[C:5](=[CH:7][CH:8]=1)[NH:6][C:18](=[O:19])[C:17]([C:13]1[S:12][CH:16]=[CH:15][CH:14]=1)=[N:9]2. (3) The product is: [CH3:1][O:2][C:3]1[CH:8]=[CH:7][CH:6]=[CH:5][C:4]=1[C:9]1[CH:17]=[C:16]2[C:12]([C:13](=[CH:19][C:21]3[NH:22][C:23]([CH3:31])=[CH:24][C:25]=3[CH2:26][CH2:27][C:28]([OH:30])=[O:29])[C:14](=[O:18])[NH:15]2)=[CH:11][CH:10]=1. Given the reactants [CH3:1][O:2][C:3]1[CH:8]=[CH:7][CH:6]=[CH:5][C:4]=1[C:9]1[CH:17]=[C:16]2[C:12]([CH2:13][C:14](=[O:18])[NH:15]2)=[CH:11][CH:10]=1.[CH:19]([C:21]1[NH:22][C:23]([CH3:31])=[CH:24][C:25]=1[CH2:26][CH2:27][C:28]([OH:30])=[O:29])=O, predict the reaction product. (4) Given the reactants [CH3:1][O:2][C@H:3]1[CH2:8][CH2:7][C@H:6]([CH2:9][N:10]2[C:15]3=[N:16][C:17]([Sn](C)(C)C)=[CH:18][N:19]=[C:14]3[NH:13][CH2:12][C:11]2=[O:24])[CH2:5][CH2:4]1.Br[C:26]1[C:27]([CH3:34])=[CH:28][C:29]([C:32]#[N:33])=[N:30][CH:31]=1.C(N(CC)CC)C.CC1C(P(C2C(C)=CC=CC=2)C2C(C)=CC=CC=2)=CC=CC=1, predict the reaction product. The product is: [CH3:1][O:2][C@H:3]1[CH2:8][CH2:7][C@H:6]([CH2:9][N:10]2[C:11](=[O:24])[CH2:12][NH:13][C:14]3[N:19]=[CH:18][C:17]([C:26]4[C:27]([CH3:34])=[CH:28][C:29]([C:32]#[N:33])=[N:30][CH:31]=4)=[N:16][C:15]2=3)[CH2:5][CH2:4]1. (5) Given the reactants [Br:1][C:2]1[C:3]([CH3:18])=[N:4][N:5]([CH2:14][CH2:15][S:16][CH3:17])[C:6]=1[C:7]1[CH:12]=[CH:11][C:10]([F:13])=[CH:9][CH:8]=1.ClC1C=C(C(OO)=[O:27])C=CC=1, predict the reaction product. The product is: [Br:1][C:2]1[C:3]([CH3:18])=[N:4][N:5]([CH2:14][CH2:15][S:16]([CH3:17])=[O:27])[C:6]=1[C:7]1[CH:8]=[CH:9][C:10]([F:13])=[CH:11][CH:12]=1. (6) Given the reactants [OH:1][C:2]12[C:13]3[C:8](=[CH:9][CH:10]=[CH:11][CH:12]=3)[C:7](=[O:14])[C:6]1([OH:15])[C:5]1[CH:16]=[C:17]([CH2:20][CH2:21][CH3:22])[CH:18]=[CH:19][C:4]=1[O:3]2.[C:23]([OH:26])(=O)[CH3:24].N1C=CC=CC=1.C1C[O:36][CH2:35][CH2:34]1, predict the reaction product. The product is: [C:35]([O:3][C:4]1[CH:19]=[CH:18][C:17]([CH2:20][CH2:21][CH3:22])=[CH:16][C:5]=1[C:6]1([O:15][C:23](=[O:26])[CH3:24])[C:7](=[O:14])[C:8]2[C:13](=[CH:12][CH:11]=[CH:10][CH:9]=2)[C:2]1=[O:1])(=[O:36])[CH3:34]. (7) Given the reactants [C:1]([O:5][C:6]([N:8]1[CH2:15][CH:14]2[N:16]([C:17]([O:19][C:20]([CH3:23])([CH3:22])[CH3:21])=[O:18])[CH:10]([CH2:11][C:12]([C:39]3[S:40][CH:41]=[C:42]([CH2:44][CH2:45][CH2:46][OH:47])[N:43]=3)=[C:13]2[C:24](=[O:38])[N:25]([CH:35]2[CH2:37][CH2:36]2)[CH2:26][C:27]2[CH:32]=[CH:31][CH:30]=[C:29]([Cl:33])[C:28]=2[Cl:34])[CH2:9]1)=[O:7])([CH3:4])([CH3:3])[CH3:2].[Cl:48][C:49]1[CH:54]=[CH:53][C:52]([C:55]([F:58])([F:57])[F:56])=[CH:51][C:50]=1O, predict the reaction product. The product is: [C:1]([O:5][C:6]([N:8]1[CH2:15][CH:14]2[N:16]([C:17]([O:19][C:20]([CH3:23])([CH3:22])[CH3:21])=[O:18])[CH:10]([CH2:11][C:12]([C:39]3[S:40][CH:41]=[C:42]([CH2:44][CH2:45][CH2:46][O:47][C:50]4[CH:51]=[C:52]([C:55]([F:57])([F:58])[F:56])[CH:53]=[CH:54][C:49]=4[Cl:48])[N:43]=3)=[C:13]2[C:24](=[O:38])[N:25]([CH:35]2[CH2:36][CH2:37]2)[CH2:26][C:27]2[CH:32]=[CH:31][CH:30]=[C:29]([Cl:33])[C:28]=2[Cl:34])[CH2:9]1)=[O:7])([CH3:4])([CH3:2])[CH3:3]. (8) Given the reactants [CH3:1][N:2]1[C:6]2[C:7](=[O:12])[CH2:8][CH2:9][CH2:10][CH2:11][C:5]=2[C:4]([C:13]([O:15][CH2:16][CH3:17])=[O:14])=[N:3]1.C(O[CH:23](OC(C)(C)C)[N:24]([CH3:26])[CH3:25])(C)(C)C, predict the reaction product. The product is: [CH3:23][N:24](/[CH:26]=[C:8]1\[CH2:9][CH2:10][CH2:11][C:5]2[C:4]([C:13]([O:15][CH2:16][CH3:17])=[O:14])=[N:3][N:2]([CH3:1])[C:6]=2[C:7]\1=[O:12])[CH3:25]. (9) Given the reactants [NH:1]1[CH:5]=[CH:4][N:3]=[C:2]1[C:6]1[CH:7]=[CH:8][C:9]([CH3:30])=[C:10]([NH:12][C:13](=[O:29])[C:14]2[CH:19]=[CH:18][C:17]([O:20][CH2:21][C:22]3[CH:27]=[C:26](Cl)[CH:25]=[CH:24][N:23]=3)=[CH:16][CH:15]=2)[CH:11]=1.[NH:31]1[CH2:36][CH2:35][O:34][CH2:33][CH2:32]1, predict the reaction product. The product is: [NH:1]1[CH:5]=[CH:4][N:3]=[C:2]1[C:6]1[CH:7]=[CH:8][C:9]([CH3:30])=[C:10]([NH:12][C:13](=[O:29])[C:14]2[CH:19]=[CH:18][C:17]([O:20][CH2:21][C:22]3[CH:27]=[C:26]([N:31]4[CH2:36][CH2:35][O:34][CH2:33][CH2:32]4)[CH:25]=[CH:24][N:23]=3)=[CH:16][CH:15]=2)[CH:11]=1.